Dataset: Full USPTO retrosynthesis dataset with 1.9M reactions from patents (1976-2016). Task: Predict the reactants needed to synthesize the given product. (1) Given the product [Br:8][C:5]1[CH:6]=[CH:7][C:2]([NH:1][C:15](=[O:17])[CH3:16])=[N:3][CH:4]=1, predict the reactants needed to synthesize it. The reactants are: [NH2:1][C:2]1[CH:7]=[CH:6][C:5]([Br:8])=[CH:4][N:3]=1.N1C=CC=CC=1.[C:15](OC(=O)C)(=[O:17])[CH3:16].O. (2) Given the product [C:27]([O:26][C:24]([N:18]1[CH2:23][CH2:22][N:21]([C:9]2[CH:10]=[CH:11][C:12]([OH:17])=[C:13]([CH:16]=2)[CH:14]=[O:15])[CH2:20][CH2:19]1)=[O:25])([CH3:30])([CH3:28])[CH3:29], predict the reactants needed to synthesize it. The reactants are: C1(C)C=CC=CC=1.Br[C:9]1[CH:10]=[CH:11][C:12]([OH:17])=[C:13]([CH:16]=1)[CH:14]=[O:15].[N:18]1([C:24]([O:26][C:27]([CH3:30])([CH3:29])[CH3:28])=[O:25])[CH2:23][CH2:22][NH:21][CH2:20][CH2:19]1.CC(C)([O-])C.[Na+]. (3) Given the product [Cl:1][C:2]1[N:7]=[C:6]([CH2:13][C:12]2[CH:15]=[CH:16][C:17]([F:19])=[CH:18][C:11]=2[F:10])[C:5]([I:9])=[CH:4][N:3]=1, predict the reactants needed to synthesize it. The reactants are: [Cl:1][C:2]1[N:7]=[C:6](Cl)[C:5]([I:9])=[CH:4][N:3]=1.[F:10][C:11]1[CH:18]=[C:17]([F:19])[CH:16]=[CH:15][C:12]=1[CH2:13]N.C(=O)([O-])O.[Na+]. (4) The reactants are: [NH2:1][C:2]1[C:3]([OH:13])=[C:4]([CH:7]=[CH:8][C:9]=1[N+:10]([O-:12])=[O:11])[C:5]#[N:6].[C:14]([O-])([O-])=O.[K+].[K+].IC. Given the product [NH2:1][C:2]1[C:3]([O:13][CH3:14])=[C:4]([CH:7]=[CH:8][C:9]=1[N+:10]([O-:12])=[O:11])[C:5]#[N:6], predict the reactants needed to synthesize it. (5) Given the product [CH2:23]([CH2:25][NH2:26])[OH:24].[CH3:1][C@H:2]1[CH2:7][CH2:6][C@H:5]([C:8]([N:10]([CH:33]([CH3:35])[CH3:34])[C:11]2[CH:15]=[C:14]([C:16]3[CH:17]=[CH:18][C:19]([NH:22][C:23]([C:25]4[N:26]=[CH:27][S:28][CH:29]=4)=[O:24])=[CH:20][CH:21]=3)[S:13][C:12]=2[C:30]([O-:32])=[O:31])=[O:9])[CH2:4][CH2:3]1, predict the reactants needed to synthesize it. The reactants are: [CH3:1][C@H:2]1[CH2:7][CH2:6][C@H:5]([C:8]([N:10]([CH:33]([CH3:35])[CH3:34])[C:11]2[CH:15]=[C:14]([C:16]3[CH:21]=[CH:20][C:19]([NH:22][C:23]([C:25]4[N:26]=[CH:27][S:28][CH:29]=4)=[O:24])=[CH:18][CH:17]=3)[S:13][C:12]=2[C:30]([OH:32])=[O:31])=[O:9])[CH2:4][CH2:3]1.C(CN)O. (6) Given the product [NH2:38][CH:39]1[CH2:44][CH2:43][CH2:42][CH2:41][CH:40]1[NH:45][C:25](=[O:27])[C:24]1[CH:28]=[CH:29][CH:30]=[C:22]([C:19]2[CH:18]=[CH:17][N:16]=[C:15]3[CH:14]=[C:13]([C:5]4[CH:4]=[C:3]([O:2][CH3:1])[C:8]([O:9][CH3:10])=[C:7]([O:11][CH3:12])[CH:6]=4)[O:21][C:20]=23)[CH:23]=1, predict the reactants needed to synthesize it. The reactants are: [CH3:1][O:2][C:3]1[CH:4]=[C:5]([C:13]2[O:21][C:20]3[C:15](=[N:16][CH:17]=[CH:18][C:19]=3[C:22]3[CH:23]=[C:24]([CH:28]=[CH:29][CH:30]=3)[C:25]([OH:27])=O)[CH:14]=2)[CH:6]=[C:7]([O:11][CH3:12])[C:8]=1[O:9][CH3:10].CN1CCOCC1.[NH2:38][CH:39]1[CH2:44][CH2:43][CH2:42][CH2:41][CH:40]1[NH2:45].O.